This data is from NCI-60 drug combinations with 297,098 pairs across 59 cell lines. The task is: Regression. Given two drug SMILES strings and cell line genomic features, predict the synergy score measuring deviation from expected non-interaction effect. (1) Drug 1: CC(CN1CC(=O)NC(=O)C1)N2CC(=O)NC(=O)C2. Drug 2: C1C(C(OC1N2C=NC3=C2NC=NCC3O)CO)O. Cell line: SN12C. Synergy scores: CSS=13.4, Synergy_ZIP=-8.44, Synergy_Bliss=-11.3, Synergy_Loewe=-9.26, Synergy_HSA=-8.54. (2) Drug 1: CC1=C(C=C(C=C1)NC(=O)C2=CC=C(C=C2)CN3CCN(CC3)C)NC4=NC=CC(=N4)C5=CN=CC=C5. Drug 2: CC1=C(C(=CC=C1)Cl)NC(=O)C2=CN=C(S2)NC3=CC(=NC(=N3)C)N4CCN(CC4)CCO. Cell line: MDA-MB-435. Synergy scores: CSS=4.21, Synergy_ZIP=-0.895, Synergy_Bliss=1.54, Synergy_Loewe=2.18, Synergy_HSA=1.71. (3) Cell line: BT-549. Drug 2: C(CN)CNCCSP(=O)(O)O. Synergy scores: CSS=-3.35, Synergy_ZIP=-0.239, Synergy_Bliss=-2.84, Synergy_Loewe=-3.86, Synergy_HSA=-3.70. Drug 1: CC1=CC=C(C=C1)C2=CC(=NN2C3=CC=C(C=C3)S(=O)(=O)N)C(F)(F)F.